This data is from Forward reaction prediction with 1.9M reactions from USPTO patents (1976-2016). The task is: Predict the product of the given reaction. (1) Given the reactants S1CCCSC1=[C:7]1[CH2:12][CH2:11][CH:10]([C:13]([O:15][CH2:16][CH3:17])=[O:14])[CH2:9][CH2:8]1.[F:18][C:19]([F:25])(F)S(O)(=O)=O.[F:26][C:27]1[CH:28]=[C:29]([OH:35])[CH:30]=[C:31]([F:34])[C:32]=1[F:33].C(N(CC)CC)C.F.F.F.C(N(CC)CC)C.BrN1C(C)(C)C(=O)N(Br)C1=O.C(=O)([O-])O.[Na+], predict the reaction product. The product is: [F:18][C:19]([F:25])([O:35][C:29]1[CH:28]=[C:27]([F:26])[C:32]([F:33])=[C:31]([F:34])[CH:30]=1)[CH:7]1[CH2:8][CH2:9][CH:10]([C:13]([O:15][CH2:16][CH3:17])=[O:14])[CH2:11][CH2:12]1. (2) Given the reactants N[C@@H:2]1[CH2:6][CH2:5][N:4]([CH2:7][CH2:8][CH2:9][O:10][C:11]2[CH:16]=[CH:15][C:14]([C:17]3[CH:22]=[CH:21][C:20]([C:23]#[N:24])=[CH:19][CH:18]=3)=[CH:13][CH:12]=2)[CH2:3]1.N1CC[C@H]([OH:30])C1.C(=O)([O-])[O-].[K+].[K+].[I-].[K+], predict the reaction product. The product is: [OH:30][C@H:2]1[CH2:6][CH2:5][N:4]([CH2:7][CH2:8][CH2:9][O:10][C:11]2[CH:16]=[CH:15][C:14]([C:17]3[CH:22]=[CH:21][C:20]([C:23]#[N:24])=[CH:19][CH:18]=3)=[CH:13][CH:12]=2)[CH2:3]1. (3) The product is: [Cl:22][C:10]1[C:11]2[C:6](=[CH:5][CH:4]=[C:3]([O:2][CH3:1])[CH:12]=2)[CH:7]=[C:8]([C:14]2[CH:19]=[CH:18][CH:17]=[CH:16][CH:15]=2)[N:9]=1. Given the reactants [CH3:1][O:2][C:3]1[CH:12]=[C:11]2[C:6]([CH:7]=[C:8]([C:14]3[CH:19]=[CH:18][CH:17]=[CH:16][CH:15]=3)[N+:9]([O-])=[CH:10]2)=[CH:5][CH:4]=1.P(Cl)(Cl)([Cl:22])=O, predict the reaction product. (4) Given the reactants [N:1]1([C:7]2[CH:16]=[CH:15][CH:14]=[C:13]3[C:8]=2[C:9]([NH2:18])=[N:10][C:11]([NH2:17])=[N:12]3)[CH2:6][CH2:5][NH:4][CH2:3][CH2:2]1.[F:19][C:20]1[CH:27]=[C:26]([F:28])[CH:25]=[CH:24][C:21]=1[CH2:22]Br, predict the reaction product. The product is: [F:19][C:20]1[CH:27]=[C:26]([F:28])[CH:25]=[CH:24][C:21]=1[CH2:22][N:4]1[CH2:5][CH2:6][N:1]([C:7]2[CH:16]=[CH:15][CH:14]=[C:13]3[C:8]=2[C:9]([NH2:18])=[N:10][C:11]([NH2:17])=[N:12]3)[CH2:2][CH2:3]1.